Predict the reaction yield, written as a fraction of the theoretical maximum amount of product (1.0 means a 100% yield; for example, 0.34 means a 34% yield). From a dataset of Reaction yield outcomes from USPTO patents with 853,638 reactions. (1) The reactants are [OH:1][C:2]1[CH:7]=[CH:6][CH:5]=[CH:4][C:3]=1[C:8]1[NH:9][C:10]2[CH2:11][CH2:12][CH2:13][C:14]([CH3:20])([CH3:19])[C:15]=2[C:16](=[O:18])[N:17]=1.[H-].[Li+].[CH2:23](Br)[CH2:24][C:25]1[CH:30]=[CH:29][CH:28]=[CH:27][CH:26]=1.[CH3:32]N(C=O)C. The catalyst is CCOC(C)=O. The product is [CH3:19][C:14]1([CH3:20])[CH2:13][CH2:12][CH2:11][C:10]2[N:9]=[C:8]([C:3]3[CH:4]=[CH:5][CH:6]=[CH:7][C:2]=3[O:1][CH3:32])[N:17]([CH2:23][CH2:24][C:25]3[CH:30]=[CH:29][CH:28]=[CH:27][CH:26]=3)[C:16](=[O:18])[C:15]1=2. The yield is 0.390. (2) The reactants are [C:1]([CH:5]([CH2:11][C:12]1[CH:17]=[CH:16][C:15]([O:18][CH3:19])=[CH:14][C:13]=1[CH2:20][N:21](C(OC(C)(C)C)=O)C(OC(C)(C)C)=O)[CH2:6][C:7]([O:9][CH3:10])=[O:8])([O:3][CH3:4])=[O:2]. The catalyst is C(Cl)(Cl)Cl.FC(F)(F)C(O)=O. The product is [C:1]([CH:5]([CH2:11][C:12]1[CH:17]=[CH:16][C:15]([O:18][CH3:19])=[CH:14][C:13]=1[CH2:20][NH2:21])[CH2:6][C:7]([O:9][CH3:10])=[O:8])([O:3][CH3:4])=[O:2]. The yield is 1.00. (3) The reactants are [OH:1][C:2]1[CH:11]=[C:10]2[C:5]([C:6]([CH2:13][C:14]([OH:16])=O)=[CH:7][C:8](=[O:12])[O:9]2)=[CH:4][CH:3]=1.OC1C2N=NNC=2C=CC=1.C1(N=C=NC2CCCCC2)CCCCC1.[C:42]([O:46][C:47]([CH3:50])([CH3:49])[CH3:48])(=[O:45])[NH:43][NH2:44]. The catalyst is CN(C=O)C.C(Cl)(Cl)Cl. The product is [C:47]([O:46][C:42]([NH:43][NH:44][C:14]([CH2:13][C:6]1[C:5]2[C:10](=[CH:11][C:2]([OH:1])=[CH:3][CH:4]=2)[O:9][C:8](=[O:12])[CH:7]=1)=[O:16])=[O:45])([CH3:50])([CH3:49])[CH3:48]. The yield is 0.980. (4) The reactants are C([NH:5][S:6]([C:9]1[CH:14]=[CH:13][CH:12]=[C:11]([C:15]2[N:20]=[C:19]([NH:21][C:22]3[NH:26][N:25]=[C:24]([CH:27]4[CH2:29][CH2:28]4)[CH:23]=3)[C:18]([OH:30])=[CH:17][N:16]=2)[CH:10]=1)(=[O:8])=[O:7])(C)(C)C.B(Cl)(Cl)Cl. The catalyst is C(Cl)Cl. The product is [CH:27]1([C:24]2[CH:23]=[C:22]([NH:21][C:19]3[C:18]([OH:30])=[CH:17][N:16]=[C:15]([C:11]4[CH:10]=[C:9]([S:6]([NH2:5])(=[O:7])=[O:8])[CH:14]=[CH:13][CH:12]=4)[N:20]=3)[NH:26][N:25]=2)[CH2:29][CH2:28]1. The yield is 0.920. (5) The reactants are [NH2:1][C:2]1[C:7]([Cl:8])=[C:6]([O:9][CH3:10])[CH:5]=[CH:4][C:3]=1[C:11](=[O:13])[CH3:12].[CH:14]([C:17]1[N:18]=[C:19]([C:22](Cl)=[O:23])[S:20][CH:21]=1)([CH3:16])[CH3:15].C(C1C=CC(OC)=CC=1NC(C1SC=C(C(C)C)N=1)=O)(=O)C. No catalyst specified. The product is [C:11]([C:3]1[C:2]([NH:1][C:22]([C:19]2[S:20][CH:21]=[C:17]([CH:14]([CH3:16])[CH3:15])[N:18]=2)=[O:23])=[C:7]([Cl:8])[C:6]([O:9][CH3:10])=[CH:5][CH:4]=1)(=[O:13])[CH3:12]. The yield is 0.800. (6) The reactants are [NH2:1][C:2]1[N:18]=[CH:17][C:16]([Br:19])=[CH:15][C:3]=1[C:4]([NH:6][CH2:7][C:8]1[CH:13]=[CH:12][C:11]([F:14])=[CH:10][CH:9]=1)=[O:5].[OH-].[Na+].[CH2:22]=O. The catalyst is CCO. The product is [Br:19][C:16]1[CH:17]=[N:18][C:2]2[NH:1][CH2:22][N:6]([CH2:7][C:8]3[CH:9]=[CH:10][C:11]([F:14])=[CH:12][CH:13]=3)[C:4](=[O:5])[C:3]=2[CH:15]=1. The yield is 0.870. (7) The reactants are [N+:1]([C:4]1[CH:5]=[C:6]([OH:10])[CH:7]=[CH:8][CH:9]=1)([O-:3])=[O:2].[Br:11][C:12]1[CH:19]=[CH:18][C:15]([CH2:16]Br)=[CH:14][CH:13]=1. No catalyst specified. The product is [Br:11][C:12]1[CH:19]=[CH:18][C:15]([CH2:16][O:10][C:6]2[CH:7]=[CH:8][CH:9]=[C:4]([N+:1]([O-:3])=[O:2])[CH:5]=2)=[CH:14][CH:13]=1. The yield is 0.970.